Dataset: Full USPTO retrosynthesis dataset with 1.9M reactions from patents (1976-2016). Task: Predict the reactants needed to synthesize the given product. Given the product [CH3:12][C:11]1([CH3:21])[O:9][CH2:8][C:3]([CH3:7])([C:4]([OH:6])=[O:5])[O:10]1, predict the reactants needed to synthesize it. The reactants are: OC[C:3]([CH2:8][OH:9])([CH3:7])[C:4]([OH:6])=[O:5].[OH2:10].[C:11]1([CH3:21])C=CC(S(O)(=O)=O)=C[CH:12]=1.